This data is from Full USPTO retrosynthesis dataset with 1.9M reactions from patents (1976-2016). The task is: Predict the reactants needed to synthesize the given product. (1) Given the product [F:59][C:57]1[CH:58]=[C:53]([C@@H:29]2[CH2:28][C@@H:27]([OH:26])[CH2:36][C@@H:35]3[N:30]2[C:31](=[O:52])/[C:32](=[CH:37]/[C:38]2[CH:43]=[CH:42][C:41]([N:44]4[CH:48]=[C:47]([CH3:49])[N:46]=[CH:45]4)=[C:40]([O:50][CH3:51])[CH:39]=2)/[CH2:33][CH2:34]3)[CH:54]=[C:55]([F:61])[C:56]=1[F:60], predict the reactants needed to synthesize it. The reactants are: CCCC[N+](CCCC)(CCCC)CCCC.[F-].[Si]([O:26][C@H:27]1[CH2:36][C@@H:35]2[N:30]([C:31](=[O:52])/[C:32](=[CH:37]/[C:38]3[CH:43]=[CH:42][C:41]([N:44]4[CH:48]=[C:47]([CH3:49])[N:46]=[CH:45]4)=[C:40]([O:50][CH3:51])[CH:39]=3)/[CH2:33][CH2:34]2)[C@H:29]([C:53]2[CH:58]=[C:57]([F:59])[C:56]([F:60])=[C:55]([F:61])[CH:54]=2)[CH2:28]1)(C(C)(C)C)(C)C.[Cl-].[NH4+].C(OCC)(=O)C. (2) Given the product [Cl:1][C:2]1[CH:21]=[C:20]([C:22]([F:25])([F:23])[F:24])[CH:19]=[CH:18][C:3]=1[CH2:4][N:5]1[C:9]([C:10]([OH:12])=[O:11])=[CH:8][C:7]([O:14][CH2:15][O:16][CH3:17])=[N:6]1, predict the reactants needed to synthesize it. The reactants are: [Cl:1][C:2]1[CH:21]=[C:20]([C:22]([F:25])([F:24])[F:23])[CH:19]=[CH:18][C:3]=1[CH2:4][N:5]1[C:9]([C:10]([O:12]C)=[O:11])=[CH:8][C:7]([O:14][CH2:15][O:16][CH3:17])=[N:6]1.[OH-].[Na+].O1CCCC1.